Task: Regression. Given a peptide amino acid sequence and an MHC pseudo amino acid sequence, predict their binding affinity value. This is MHC class II binding data.. Dataset: Peptide-MHC class II binding affinity with 134,281 pairs from IEDB (1) The peptide sequence is KYRWLNLSANGDLRL. The MHC is DRB1_1302 with pseudo-sequence DRB1_1302. The binding affinity (normalized) is 0.719. (2) The peptide sequence is KLIEKINAGFKAALAAAAGV. The MHC is DRB1_1201 with pseudo-sequence DRB1_1201. The binding affinity (normalized) is 0.400. (3) The peptide sequence is LLNNQFGTMPSLTLA. The MHC is DRB1_1501 with pseudo-sequence DRB1_1501. The binding affinity (normalized) is 1.00. (4) The peptide sequence is EKKYFAATQFEELAA. The MHC is HLA-DPA10103-DPB10601 with pseudo-sequence HLA-DPA10103-DPB10601. The binding affinity (normalized) is 0.843. (5) The binding affinity (normalized) is 0.868. The MHC is DRB1_0101 with pseudo-sequence DRB1_0101. The peptide sequence is LMLLALTAVLTGGVT. (6) The peptide sequence is GLLFRRLTSREVLLL. The MHC is DRB1_1501 with pseudo-sequence DRB1_1501. The binding affinity (normalized) is 0.722. (7) The peptide sequence is IEEAPEMPALYEKKL. The MHC is DRB3_0101 with pseudo-sequence DRB3_0101. The binding affinity (normalized) is 0. (8) The peptide sequence is AFKVAATAANAAPVN. The MHC is HLA-DPA10201-DPB11401 with pseudo-sequence HLA-DPA10201-DPB11401. The binding affinity (normalized) is 0.949. (9) The peptide sequence is TISVFLHSEEGSRAY. The MHC is DRB3_0202 with pseudo-sequence DRB3_0202. The binding affinity (normalized) is 0.359.